Dataset: TCR-epitope binding with 47,182 pairs between 192 epitopes and 23,139 TCRs. Task: Binary Classification. Given a T-cell receptor sequence (or CDR3 region) and an epitope sequence, predict whether binding occurs between them. (1) The epitope is HTTDPSFLGRY. The TCR CDR3 sequence is CASSHRADFTEAFF. Result: 1 (the TCR binds to the epitope). (2) Result: 1 (the TCR binds to the epitope). The TCR CDR3 sequence is CASSVRTSGGSDTQYF. The epitope is PROT_97E67BCC. (3) The epitope is RAKFKQLL. The TCR CDR3 sequence is CASSLGSPSSYEQYF. Result: 1 (the TCR binds to the epitope). (4) The epitope is HLVDFQVTI. The TCR CDR3 sequence is CASSSTGGQETQYF. Result: 0 (the TCR does not bind to the epitope).